From a dataset of Catalyst prediction with 721,799 reactions and 888 catalyst types from USPTO. Predict which catalyst facilitates the given reaction. (1) Reactant: [OH:1][CH2:2][C@H:3]([NH:8][CH2:9][CH2:10][CH:11]1[CH2:16][CH2:15][N:14]([C:17]([O:19][C:20]([CH3:23])([CH3:22])[CH3:21])=[O:18])[CH2:13][CH2:12]1)[C:4]([O:6][CH3:7])=[O:5].[C:24](N1C=CN=C1)(N1C=CN=C1)=[O:25].O. Product: [C:20]([O:19][C:17]([N:14]1[CH2:15][CH2:16][CH:11]([CH2:10][CH2:9][N:8]2[C@H:3]([C:4]([O:6][CH3:7])=[O:5])[CH2:2][O:1][C:24]2=[O:25])[CH2:12][CH2:13]1)=[O:18])([CH3:23])([CH3:22])[CH3:21]. The catalyst class is: 7. (2) Reactant: [F:1][C:2]1[CH:7]=[CH:6][C:5]([C:8]2[O:9][C:10]3[CH:20]=[C:19]([CH2:21][C:22]([O:24][CH3:25])=[O:23])[C:18]([C:26]4[CH:27]=[C:28]([CH:32]=[CH:33][CH:34]=4)[C:29](O)=[O:30])=[CH:17][C:11]=3[C:12]=2[C:13](=[O:16])[NH:14][CH3:15])=[CH:4][CH:3]=1.Cl.[C:36]12([NH2:41])[CH2:40][CH:38]([CH2:39]1)[CH2:37]2.CCN(C(C)C)C(C)C.F[P-](F)(F)(F)(F)F.N1(OC(N(C)C)=[N+](C)C)C2N=CC=CC=2N=N1. Product: [C:36]12([NH:41][C:29]([C:28]3[CH:27]=[C:26]([C:18]4[C:19]([CH2:21][C:22]([O:24][CH3:25])=[O:23])=[CH:20][C:10]5[O:9][C:8]([C:5]6[CH:4]=[CH:3][C:2]([F:1])=[CH:7][CH:6]=6)=[C:12]([C:13](=[O:16])[NH:14][CH3:15])[C:11]=5[CH:17]=4)[CH:34]=[CH:33][CH:32]=3)=[O:30])[CH2:40][CH:38]([CH2:39]1)[CH2:37]2. The catalyst class is: 18.